This data is from Catalyst prediction with 721,799 reactions and 888 catalyst types from USPTO. The task is: Predict which catalyst facilitates the given reaction. (1) Reactant: ClC1SC(C2OC(=O)C(C)(C)N=2)=CC=1.C1(C)C=CC=CC=1.CN1CC[N:26]([C:29]2[CH:35]=CC(N)=[CH:31][CH:30]=2)CC1.[CH3:36][CH2:37][N:38]([CH:42]([CH3:44])[CH3:43])[CH:39]([CH3:41])[CH3:40]. Product: [CH3:40][CH:39]1[CH2:41][CH2:43][CH:42]([CH3:44])[N:38]1[C:37]1[CH:31]=[CH:30][C:29]([NH2:26])=[CH:35][CH:36]=1. The catalyst class is: 640. (2) Reactant: [Cl:1][C:2]1[C:10]([S:11]([CH3:14])(=[O:13])=[O:12])=[CH:9][C:5]([C:6](O)=[O:7])=[C:4]([O:15][CH2:16][CH3:17])[CH:3]=1.C(Cl)(=O)C([Cl:21])=O. Product: [Cl:1][C:2]1[C:10]([S:11]([CH3:14])(=[O:13])=[O:12])=[CH:9][C:5]([C:6]([Cl:21])=[O:7])=[C:4]([O:15][CH2:16][CH3:17])[CH:3]=1. The catalyst class is: 213. (3) Reactant: C(NC(C)C)(C)C.C([Li])CCC.[S:13]1[CH:17]=[CH:16][CH:15]=[N:14]1.[CH2:18]([N:21]([CH2:29][C:30](N(OC)C)=[O:31])[C:22](=[O:28])[O:23][C:24]([CH3:27])([CH3:26])[CH3:25])[CH:19]=[CH2:20].[Cl-].[NH4+]. The catalyst class is: 54. Product: [CH2:18]([N:21]([CH2:29][C:30]([C:17]1[S:13][N:14]=[CH:15][CH:16]=1)=[O:31])[C:22](=[O:28])[O:23][C:24]([CH3:25])([CH3:26])[CH3:27])[CH:19]=[CH2:20]. (4) Reactant: C([Li])CCC.[Br:6][C:7]1[N:16]=[C:10]2[CH:11]=[CH:12][CH:13]=[C:14](Br)[N:9]2[N:8]=1.CON(C)[C:20]([CH:22]1[CH2:27][CH2:26][O:25][CH2:24][CH2:23]1)=[O:21]. Product: [Br:6][C:7]1[N:16]=[C:10]2[CH:11]=[CH:12][CH:13]=[C:14]([C:20]([CH:22]3[CH2:27][CH2:26][O:25][CH2:24][CH2:23]3)=[O:21])[N:9]2[N:8]=1. The catalyst class is: 7. (5) Reactant: [OH:1][NH2:2].C(O[C:6](=[O:30])[CH2:7][CH2:8][CH2:9][CH2:10][CH2:11][CH2:12][N:13]([C:20]1[N:21]=[CH:22][C:23]2[C:28]([CH:29]=1)=[CH:27][CH:26]=[CH:25][CH:24]=2)[C:14]1[CH:19]=[CH:18][CH:17]=[CH:16][N:15]=1)C. Product: [OH:1][NH:2][C:6](=[O:30])[CH2:7][CH2:8][CH2:9][CH2:10][CH2:11][CH2:12][N:13]([C:20]1[N:21]=[CH:22][C:23]2[C:28]([CH:29]=1)=[CH:27][CH:26]=[CH:25][CH:24]=2)[C:14]1[CH:19]=[CH:18][CH:17]=[CH:16][N:15]=1. The catalyst class is: 121. (6) Reactant: [F:1][CH2:2][C:3](=O)[CH3:4].[CH3:6][O:7][CH2:8][CH2:9][O:10][C:11]1[CH:16]=[CH:15][N:14]2[C:17]([C:20]3[CH:29]=[CH:28][C:27]4[C:22](=[C:23]([N:30]5[CH2:35][CH2:34][CH:33]([NH2:36])[CH2:32][CH2:31]5)[CH:24]=[CH:25][CH:26]=4)[N:21]=3)=[CH:18][N:19]=[C:13]2[CH:12]=1.C(N(CC)CC)C.[BH4-].[Na+]. Product: [F:1][CH2:2][CH:3]([NH:36][CH:33]1[CH2:34][CH2:35][N:30]([C:23]2[CH:24]=[CH:25][CH:26]=[C:27]3[C:22]=2[N:21]=[C:20]([C:17]2[N:14]4[CH:15]=[CH:16][C:11]([O:10][CH2:9][CH2:8][O:7][CH3:6])=[CH:12][C:13]4=[N:19][CH:18]=2)[CH:29]=[CH:28]3)[CH2:31][CH2:32]1)[CH3:4]. The catalyst class is: 92. (7) Reactant: [CH2:1]([N:5]1[C:13]2[C:12](=[O:14])[N:11]([CH3:15])[C:10](Cl)=[N:9][C:8]=2[N:7]=[C:6]1[N:17]1[CH2:22][CH2:21][N:20]([C:23]([O:25][C:26]([CH3:29])([CH3:28])[CH3:27])=[O:24])[CH2:19][CH2:18]1)[C:2]#[C:3][CH3:4].[C-:30]#[N:31].[Na+].O. Product: [CH2:1]([N:5]1[C:13]2[C:12](=[O:14])[N:11]([CH3:15])[C:10]([C:30]#[N:31])=[N:9][C:8]=2[N:7]=[C:6]1[N:17]1[CH2:22][CH2:21][N:20]([C:23]([O:25][C:26]([CH3:29])([CH3:28])[CH3:27])=[O:24])[CH2:19][CH2:18]1)[C:2]#[C:3][CH3:4]. The catalyst class is: 60. (8) Reactant: [Cl:1][C:2]1[CH:7]=[CH:6][C:5]([S:8][CH2:9][C:10]2[CH:18]=[CH:17][C:13]([C:14](O)=[O:15])=[CH:12][CH:11]=2)=[C:4]([NH:19][S:20]([C:23]2[CH:28]=[CH:27][C:26]([Cl:29])=[C:25]([C:30]([F:33])([F:32])[F:31])[CH:24]=2)(=[O:22])=[O:21])[CH:3]=1.[C:34]([O:38][C:39](=[O:42])[CH2:40][NH2:41])([CH3:37])([CH3:36])[CH3:35].CN1CCOCC1.C(Cl)CCl. Product: [Cl:1][C:2]1[CH:7]=[CH:6][C:5]([S:8][CH2:9][C:10]2[CH:11]=[CH:12][C:13]([C:14]([NH:41][CH2:40][C:39]([O:38][C:34]([CH3:37])([CH3:36])[CH3:35])=[O:42])=[O:15])=[CH:17][CH:18]=2)=[C:4]([NH:19][S:20]([C:23]2[CH:28]=[CH:27][C:26]([Cl:29])=[C:25]([C:30]([F:31])([F:32])[F:33])[CH:24]=2)(=[O:21])=[O:22])[CH:3]=1. The catalyst class is: 3.